Dataset: Catalyst prediction with 721,799 reactions and 888 catalyst types from USPTO. Task: Predict which catalyst facilitates the given reaction. (1) Reactant: [CH:1]1[C:10]2[C:5](=[CH:6][CH:7]=[CH:8][CH:9]=2)[CH:4]=[CH:3][C:2]=1[OH:11].C(=O)([O-])[O-].[K+].[K+].[F:18][C:19]([F:25])([F:24])[S:20]([O-:23])(=[O:22])=[O:21].Cl[CH2:27][N+:28]1[CH:32]=[C:31]([C:33]2[CH:38]=[CH:37][CH:36]=[CH:35][CH:34]=2)[N:30]([CH3:39])[N:29]=1. Product: [F:18][C:19]([F:25])([F:24])[S:20]([O-:23])(=[O:22])=[O:21].[CH3:39][N:30]1[C:31]([C:33]2[CH:34]=[CH:35][CH:36]=[CH:37][CH:38]=2)=[CH:32][N+:28]([CH2:27][O:11][C:2]2[CH:3]=[CH:4][C:5]3[C:10](=[CH:9][CH:8]=[CH:7][CH:6]=3)[CH:1]=2)=[N:29]1. The catalyst class is: 10. (2) The catalyst class is: 1. Product: [C:1]([O:5][C:6](=[O:16])[NH:7][C@H:8]([CH3:9])[C:10](=[O:15])[CH2:17][C:18]1[CH:23]=[CH:22][CH:21]=[CH:20][CH:19]=1)([CH3:2])([CH3:3])[CH3:4]. Reactant: [C:1]([O:5][C:6](=[O:16])[NH:7][C@@H:8]([C:10](=[O:15])N(OC)C)[CH3:9])([CH3:4])([CH3:3])[CH3:2].[CH2:17]([Mg]Cl)[C:18]1[CH:23]=[CH:22][CH:21]=[CH:20][CH:19]=1. (3) Reactant: Cl[C:2]1[C:11]2=[N:12][N:13](CC3C=CC(OC)=CC=3)[CH:14]=[C:10]2[C:9]2[CH:8]=[C:7]([O:24][CH3:25])[CH:6]=[CH:5][C:4]=2[N:3]=1.[NH2:26][C:27]1[CH:32]=[CH:31][C:30]([N:33]2[CH2:38][CH2:37][S:36](=[O:40])(=[O:39])[CH2:35][CH2:34]2)=[CH:29][CH:28]=1.Cl. Product: [CH3:25][O:24][C:7]1[CH:6]=[CH:5][C:4]2[N:3]=[C:2]([NH:26][C:27]3[CH:32]=[CH:31][C:30]([N:33]4[CH2:34][CH2:35][S:36](=[O:40])(=[O:39])[CH2:37][CH2:38]4)=[CH:29][CH:28]=3)[C:11]3=[N:12][NH:13][CH:14]=[C:10]3[C:9]=2[CH:8]=1. The catalyst class is: 71. (4) Reactant: [O:1]1[C:5]2[CH:6]=[CH:7][C:8]([C:10]3([CH2:18][S:19][CH2:20][C:21]([O:23]CC)=[O:22])[O:15][CH2:14][C:13]([CH3:17])([CH3:16])[CH2:12][O:11]3)=[CH:9][C:4]=2[O:3][CH2:2]1.[Li+].[OH-]. Product: [O:1]1[C:5]2[CH:6]=[CH:7][C:8]([C:10]3([CH2:18][S:19][CH2:20][C:21]([OH:23])=[O:22])[O:15][CH2:14][C:13]([CH3:17])([CH3:16])[CH2:12][O:11]3)=[CH:9][C:4]=2[O:3][CH2:2]1. The catalyst class is: 6.